From a dataset of Full USPTO retrosynthesis dataset with 1.9M reactions from patents (1976-2016). Predict the reactants needed to synthesize the given product. (1) Given the product [Cl:1][C:2]1[CH:19]=[CH:18][C:5]([CH2:6][NH:8][C@@H:9]([C:11]2[CH:16]=[CH:15][CH:14]=[C:13]([Cl:17])[CH:12]=2)[CH3:10])=[CH:4][C:3]=1[S:20][C:21]1[CH:26]=[CH:25][CH:24]=[CH:23][CH:22]=1, predict the reactants needed to synthesize it. The reactants are: [Cl:1][C:2]1[CH:19]=[CH:18][C:5]([C:6]([NH:8][C@@H:9]([C:11]2[CH:16]=[CH:15][CH:14]=[C:13]([Cl:17])[CH:12]=2)[CH3:10])=O)=[CH:4][C:3]=1[S:20][C:21]1[CH:26]=[CH:25][CH:24]=[CH:23][CH:22]=1.B. (2) Given the product [F:4][C:3]([F:6])([F:5])[C:1]([OH:7])=[O:2].[CH2:60]([N:49]([S:50]([CH2:53][C:54]1[CH:55]=[CH:56][CH:57]=[CH:58][CH:59]=1)(=[O:52])=[O:51])[C:48]([CH:45]1[CH2:44][CH2:43][NH:42][CH2:47][CH2:46]1)=[O:63])[CH:61]=[CH2:62], predict the reactants needed to synthesize it. The reactants are: [C:1]([OH:7])([C:3]([F:6])([F:5])[F:4])=[O:2].CC1OC(C=CC2C=C3CCCN4CCCC(=C34)C=2)=CC(=C(C#N)C#N)C=1.C(OC([N:42]1[CH2:47][CH2:46][CH:45]([C:48](=[O:63])[N:49]([CH2:60][CH:61]=[CH2:62])[S:50]([CH2:53][C:54]2[CH:59]=[CH:58][CH:57]=[CH:56][CH:55]=2)(=[O:52])=[O:51])[CH2:44][CH2:43]1)=O)(C)(C)C.